Dataset: Forward reaction prediction with 1.9M reactions from USPTO patents (1976-2016). Task: Predict the product of the given reaction. (1) The product is: [OH:12][CH2:11][C:9]1[N:10]=[C:6]2[CH:5]=[CH:4][CH:3]=[C:2]([C:22]3[CH:23]=[C:18]([CH:19]=[CH:20][CH:21]=3)[C:16]([O:15][CH2:13][CH3:14])=[O:17])[N:7]2[CH:8]=1. Given the reactants Br[C:2]1[N:7]2[CH:8]=[C:9]([CH2:11][OH:12])[N:10]=[C:6]2[CH:5]=[CH:4][CH:3]=1.[CH2:13]([O:15][C:16]([C:18]1[CH:19]=[C:20](B(O)O)[CH:21]=[CH:22][CH:23]=1)=[O:17])[CH3:14].C(=O)([O-])[O-].[Na+].[Na+].COCCOC, predict the reaction product. (2) Given the reactants [NH2:1][C:2]1[C:7]([C:8]([OH:10])=O)=[CH:6][C:5]([Cl:11])=[N:4][CH:3]=1.[CH3:12][NH2:13].[CH:14]1([N:18]2[CH2:23][CH2:22][CH:21]([O:24][C:25]3[CH:32]=[CH:31][C:28]([CH:29]=O)=[C:27]([O:33][CH3:34])[CH:26]=3)[CH2:20][CH2:19]2)[CH2:17][CH2:16][CH2:15]1, predict the reaction product. The product is: [Cl:11][C:5]1[N:4]=[CH:3][C:2]2[N:1]=[C:29]([C:28]3[CH:31]=[CH:32][C:25]([O:24][CH:21]4[CH2:22][CH2:23][N:18]([CH:14]5[CH2:17][CH2:16][CH2:15]5)[CH2:19][CH2:20]4)=[CH:26][C:27]=3[O:33][CH3:34])[N:13]([CH3:12])[C:8](=[O:10])[C:7]=2[CH:6]=1. (3) Given the reactants [NH2:1][C:2]1[C:31]([C:32]#[C:33][CH:34]([CH3:36])[CH3:35])=[CH:30][C:5]([CH2:6][C@H:7]2[C@H:15]3[C@@H:11]([N:12]([CH2:17][C:18]4[CH:23]=[CH:22][CH:21]=[C:20]([C:24]([CH3:27])([CH3:26])[CH3:25])[CH:19]=4)C(=O)[O:14]3)[CH2:10][S:9](=[O:29])(=[O:28])[CH2:8]2)=[CH:4][C:3]=1[F:37].O([Si](C)(C)C)[K].Cl, predict the reaction product. The product is: [NH2:1][C:2]1[C:31]([C:32]#[C:33][CH:34]([CH3:35])[CH3:36])=[CH:30][C:5]([CH2:6][C@H:7]2[C@H:15]([OH:14])[C@@H:11]([NH:12][CH2:17][C:18]3[CH:23]=[CH:22][CH:21]=[C:20]([C:24]([CH3:27])([CH3:26])[CH3:25])[CH:19]=3)[CH2:10][S:9](=[O:29])(=[O:28])[CH2:8]2)=[CH:4][C:3]=1[F:37]. (4) Given the reactants Br[C:2]1[CH:3]=[C:4]2[C:8](=[CH:9][CH:10]=1)[CH2:7][N:6]([C:11]([O:13][C:14]([CH3:17])([CH3:16])[CH3:15])=[O:12])[CH2:5]2.[CH3:18][N:19](C=O)C, predict the reaction product. The product is: [C:14]([O:13][C:11]([N:6]1[CH2:5][C:4]2[C:8](=[CH:9][CH:10]=[C:2]([C:18]#[N:19])[CH:3]=2)[CH2:7]1)=[O:12])([CH3:17])([CH3:16])[CH3:15]. (5) Given the reactants [NH2:1][C:2]1[N:10]=[CH:9][N:8]=[C:7]2[C:3]=1[N:4]=[CH:5][N:6]2[C@H:11]1[C@@H:15]2[O:16][C:17]([CH3:20])([CH3:19])[O:18][C@@H:14]2[C@@H:13]([CH2:21][N:22]([CH3:32])[CH:23]2[CH2:26][CH:25]([CH2:27][CH2:28][C:29]([OH:31])=O)[CH2:24]2)[O:12]1.CN(C(ON1N=NC2C=CC=NC1=2)=[N+](C)C)C.F[P-](F)(F)(F)(F)F.C1C=NC2N(O)N=NC=2C=1.[F:67][C:68]([F:79])([F:78])[O:69][C:70]1[CH:71]=[C:72]([NH2:77])[C:73]([NH2:76])=[CH:74][CH:75]=1, predict the reaction product. The product is: [NH2:77][C:72]1[CH:71]=[C:70]([O:69][C:68]([F:67])([F:78])[F:79])[CH:75]=[CH:74][C:73]=1[NH:76][C:29](=[O:31])[CH2:28][CH2:27][CH:25]1[CH2:26][CH:23]([N:22]([CH2:21][C@@H:13]2[C@@H:14]3[C@@H:15]([O:16][C:17]([CH3:20])([CH3:19])[O:18]3)[C@H:11]([N:6]3[CH:5]=[N:4][C:3]4[C:7]3=[N:8][CH:9]=[N:10][C:2]=4[NH2:1])[O:12]2)[CH3:32])[CH2:24]1. (6) Given the reactants [CH2:1]([C:3]1[CH:4]=[C:5]([CH3:24])[C:6]([N:9]2[CH2:14][CH2:13][N:12]([C:15]([C:17]3[CH:22]=[CH:21][C:20](I)=[CH:19][CH:18]=3)=[O:16])[CH2:11][CH2:10]2)=[N:7][CH:8]=1)[CH3:2].[CH3:25][N:26]1[CH2:30][CH2:29][NH:28][C:27]1=[O:31], predict the reaction product. The product is: [CH2:1]([C:3]1[CH:4]=[C:5]([CH3:24])[C:6]([N:9]2[CH2:14][CH2:13][N:12]([C:15]([C:17]3[CH:22]=[CH:21][C:20]([N:28]4[CH2:29][CH2:30][N:26]([CH3:25])[C:27]4=[O:31])=[CH:19][CH:18]=3)=[O:16])[CH2:11][CH2:10]2)=[N:7][CH:8]=1)[CH3:2].